Dataset: Full USPTO retrosynthesis dataset with 1.9M reactions from patents (1976-2016). Task: Predict the reactants needed to synthesize the given product. (1) Given the product [CH3:19][S:20]([OH:23])(=[O:22])=[O:21].[CH3:24][O:25][C:26](=[O:36])[C@H:27]([CH2:29][C:30]1[CH:35]=[CH:34][CH:33]=[CH:32][CH:31]=1)[NH2:28], predict the reactants needed to synthesize it. The reactants are: N[C@H](C(O)=O)CC1C=CC=CC=1.COC(=O)OC.[CH3:19][S:20]([OH:23])(=[O:22])=[O:21].[CH3:24][O:25][C:26](=[O:36])[C@H:27]([CH2:29][C:30]1[CH:35]=[CH:34][CH:33]=[CH:32][CH:31]=1)[NH2:28]. (2) Given the product [CH3:21][N:22]([CH3:32])[C:23]1[CH:28]=[CH:27][C:26]([NH:29][C:30]([N:18]2[CH2:19][CH2:20][CH:15]([C:6]3[C:5]4[C:10](=[CH:11][C:12]([O:13][CH3:14])=[C:3]([O:2][CH3:1])[CH:4]=4)[N:9]=[CH:8][N:7]=3)[CH2:16][CH2:17]2)=[O:31])=[CH:25][CH:24]=1, predict the reactants needed to synthesize it. The reactants are: [CH3:1][O:2][C:3]1[CH:4]=[C:5]2[C:10](=[CH:11][C:12]=1[O:13][CH3:14])[N:9]=[CH:8][N:7]=[C:6]2[CH:15]1[CH2:20][CH2:19][NH:18][CH2:17][CH2:16]1.[CH3:21][N:22]([CH3:32])[C:23]1[CH:28]=[CH:27][C:26]([N:29]=[C:30]=[O:31])=[CH:25][CH:24]=1. (3) Given the product [OH:10][C:6]1[CH:7]=[CH:8][N:9]2[CH:13]=[CH:14][N:1]=[C:2]2[C:3]=1[C:4]#[N:5], predict the reactants needed to synthesize it. The reactants are: [NH2:1][C:2]1[N:9]=[CH:8][CH:7]=[C:6]([O:10]C)[C:3]=1[C:4]#[N:5].Cl[CH2:13][CH:14]=O.CCOCC. (4) Given the product [C:1]([C:3]1[CH:4]=[CH:5][C:6]([C:9]2[N:13]([C:14]3[CH:15]=[N:16][CH:17]=[CH:18][CH:19]=3)[N:12]=[C:11]([C:20]([N:22]3[CH2:27][CH2:26][C:25]([F:29])([F:28])[CH2:24][CH2:23]3)=[O:21])[CH:10]=2)=[N:7][CH:8]=1)(=[O:31])[CH3:2], predict the reactants needed to synthesize it. The reactants are: [CH2:1]([C:3]1[CH:4]=[CH:5][C:6]([C:9]2[N:13]([C:14]3[CH:15]=[N:16][CH:17]=[CH:18][CH:19]=3)[N:12]=[C:11]([C:20]([N:22]3[CH2:27][CH2:26][C:25]([F:29])([F:28])[CH2:24][CH2:23]3)=[O:21])[CH:10]=2)=[N:7][CH:8]=1)[CH3:2].S(=O)(=O)(O)[OH:31].C(=O)([O-])[O-].[K+].[K+].CO.